This data is from TCR-epitope binding with 47,182 pairs between 192 epitopes and 23,139 TCRs. The task is: Binary Classification. Given a T-cell receptor sequence (or CDR3 region) and an epitope sequence, predict whether binding occurs between them. (1) The epitope is ALLADKFPV. The TCR CDR3 sequence is CASSQDPLASGGADTQYF. Result: 0 (the TCR does not bind to the epitope). (2) The epitope is VTIAEILLI. The TCR CDR3 sequence is CASSESGTSGQETQYF. Result: 0 (the TCR does not bind to the epitope). (3) The TCR CDR3 sequence is CASSSTGGGGTEAFF. Result: 1 (the TCR binds to the epitope). The epitope is QYDPVAALF. (4) The epitope is RQLLFVVEV. The TCR CDR3 sequence is CASSLGRNQPQHF. Result: 0 (the TCR does not bind to the epitope).